Dataset: Full USPTO retrosynthesis dataset with 1.9M reactions from patents (1976-2016). Task: Predict the reactants needed to synthesize the given product. (1) Given the product [S:1]1[C:5]([C:6](=[O:10])[CH2:7][Br:8])=[CH:4][C:3]2[CH:11]=[CH:12][C:13]3[C:18]([C:2]1=2)=[CH:17][CH:16]=[C:15]([C:19](=[O:23])[CH2:20][Br:21])[CH:14]=3, predict the reactants needed to synthesize it. The reactants are: [S:1]1[C:5]([C:6](=[O:10])[CH:7](Br)[Br:8])=[CH:4][C:3]2[CH:11]=[CH:12][C:13]3[C:18]([C:2]1=2)=[CH:17][CH:16]=[C:15]([C:19](=[O:23])[CH:20](Br)[Br:21])[CH:14]=3.P([O-])(OCC)OCC.C(N(CC)CC)C. (2) The reactants are: [NH2:1][C:2]1[N:7]=[CH:6][N:5]=[C:4]([NH:8][C@H:9]([C:11]2[N:16]([C:17]3[CH:22]=[CH:21][CH:20]=[CH:19][CH:18]=3)[C:15](=[O:23])[C:14]3=[C:24]([CH3:27])[CH:25]=[CH:26][N:13]3[N:12]=2)[CH3:10])[C:3]=1Br.[OH:29][C:30]1[CH:35]=[CH:34][C:33]([S:36]([NH:39][C:40]2[C:41]([O:55][CH3:56])=[N:42][CH:43]=[C:44](B3OC(C)(C)C(C)(C)O3)[CH:45]=2)(=[O:38])=[O:37])=[CH:32][CH:31]=1.B1(B2OC(C)(C)C(C)(C)O2)OC(C)(C)C(C)(C)O1.C(=O)([O-])[O-].[Cs+].[Cs+]. Given the product [NH2:1][C:2]1[C:3]([C:44]2[CH:45]=[C:40]([NH:39][S:36]([C:33]3[CH:32]=[CH:31][C:30]([OH:29])=[CH:35][CH:34]=3)(=[O:38])=[O:37])[C:41]([O:55][CH3:56])=[N:42][CH:43]=2)=[C:4]([NH:8][C@H:9]([C:11]2[N:16]([C:17]3[CH:22]=[CH:21][CH:20]=[CH:19][CH:18]=3)[C:15](=[O:23])[C:14]3=[C:24]([CH3:27])[CH:25]=[CH:26][N:13]3[N:12]=2)[CH3:10])[N:5]=[CH:6][N:7]=1, predict the reactants needed to synthesize it. (3) Given the product [N:24]1[CH:25]=[CH:26][CH:27]=[CH:28][C:23]=1[C:21]([C:18]1[CH:19]=[CH:20][C:15]([O:14][C:2]2[C:7]([CH:8]3[CH2:13][CH2:12][O:11][CH2:10][CH2:9]3)=[CH:6][CH:5]=[CH:4][N:3]=2)=[CH:16][CH:17]=1)=[O:22], predict the reactants needed to synthesize it. The reactants are: F[C:2]1[C:7]([CH:8]2[CH2:13][CH2:12][O:11][CH2:10][CH2:9]2)=[CH:6][CH:5]=[CH:4][N:3]=1.[OH:14][C:15]1[CH:20]=[CH:19][C:18]([C:21]([C:23]2[CH:28]=[CH:27][CH:26]=[CH:25][N:24]=2)=[O:22])=[CH:17][CH:16]=1.C(=O)([O-])[O-].[Cs+].[Cs+]. (4) Given the product [Cl:1][CH:2]([F:16])[C:3]([NH:5][C:6]1[CH:7]=[N:8][C:9]([C:12]2[N:13]=[C:19]([C:18]([F:29])([F:28])[F:17])[O:15][N:14]=2)=[CH:10][CH:11]=1)=[O:4], predict the reactants needed to synthesize it. The reactants are: [Cl:1][CH:2]([F:16])[C:3]([NH:5][C:6]1[CH:7]=[N:8][C:9]([C:12](=[N:14][OH:15])[NH2:13])=[CH:10][CH:11]=1)=[O:4].[F:17][C:18]([F:29])([F:28])[C:19](O[C:19](=O)[C:18]([F:29])([F:28])[F:17])=O. (5) Given the product [CH:5]1([C:10]([N:12]2[CH2:19][CH2:18][C@:17]3([CH3:23])[C:20]([CH3:21])([CH3:22])[C@H:13]2[CH2:14][C:15]2[C:27]([OH:28])=[CH:26][CH:25]=[CH:24][C:16]=23)=[O:11])[CH2:9][CH2:8][CH2:7][CH2:6]1, predict the reactants needed to synthesize it. The reactants are: B(Br)(Br)Br.[CH:5]1([C:10]([N:12]2[CH2:19][CH2:18][C@:17]3([CH3:23])[C:20]([CH3:22])([CH3:21])[C@H:13]2[CH2:14][C:15]2[C:27]([O:28]C)=[CH:26][CH:25]=[CH:24][C:16]=23)=[O:11])[CH2:9][CH2:8][CH2:7][CH2:6]1. (6) The reactants are: C1(C)C=CC(S(O)(=O)=O)=CC=1.[O:12]1[CH2:16][CH2:15][C@H:14]([NH2:17])[CH2:13]1.CC[NH+](CC)CC.CC[NH+](CC)CC.C([O-])([O-])=O.[Cl:36][CH2:37][CH2:38][N:39]=[C:40]=[O:41]. Given the product [Cl:36][CH2:37][CH2:38][NH:39][C:40]([NH:17][C@H:14]1[CH2:15][CH2:16][O:12][CH2:13]1)=[O:41], predict the reactants needed to synthesize it. (7) The reactants are: [O:1]([C:8]1[CH:9]=[C:10]([CH:13]=[CH:14][CH:15]=1)[CH2:11]O)[C:2]1[CH:7]=[CH:6][CH:5]=[CH:4][CH:3]=1.P(Br)(Br)[Br:17]. Given the product [O:1]([C:8]1[CH:9]=[C:10]([CH:13]=[CH:14][CH:15]=1)[CH2:11][Br:17])[C:2]1[CH:7]=[CH:6][CH:5]=[CH:4][CH:3]=1, predict the reactants needed to synthesize it.